Dataset: Forward reaction prediction with 1.9M reactions from USPTO patents (1976-2016). Task: Predict the product of the given reaction. Given the reactants [C:1]([CH:4]1[CH2:8][N:7]([CH2:9][C:10]2[CH:15]=[CH:14][CH:13]=[CH:12][CH:11]=2)[CH2:6][CH:5]1[C:16]1[CH:23]=[CH:22][C:19]([C:20]#[N:21])=[CH:18][CH:17]=1)(=[O:3])[CH3:2].[Li+].[BH4-], predict the reaction product. The product is: [CH2:9]([N:7]1[CH2:8][CH:4]([CH:1]([OH:3])[CH3:2])[CH:5]([C:16]2[CH:17]=[CH:18][C:19]([C:20]#[N:21])=[CH:22][CH:23]=2)[CH2:6]1)[C:10]1[CH:11]=[CH:12][CH:13]=[CH:14][CH:15]=1.